This data is from Forward reaction prediction with 1.9M reactions from USPTO patents (1976-2016). The task is: Predict the product of the given reaction. (1) Given the reactants [CH2:1]([N:4]([C:13]([O:15][C:16]([CH3:19])([CH3:18])[CH3:17])=[O:14])[NH:5][C:6]([O:8][C:9]([CH3:12])([CH3:11])[CH3:10])=[O:7])[C:2]#[CH:3].C(=O)([O-])[O-].[Cs+].[Cs+].CS(O[CH2:31][CH2:32][O:33][CH2:34][CH2:35][O:36][CH2:37][CH2:38][O:39][CH2:40][CH2:41][N:42]=[N+:43]=[N-:44])(=O)=O, predict the reaction product. The product is: [N:42]([CH2:41][CH2:40][O:39][CH2:38][CH2:37][O:36][CH2:35][CH2:34][O:33][CH2:32][CH2:31][N:5]([C:6]([O:8][C:9]([CH3:10])([CH3:11])[CH3:12])=[O:7])[N:4]([CH2:1][C:2]#[CH:3])[C:13]([O:15][C:16]([CH3:19])([CH3:18])[CH3:17])=[O:14])=[N+:43]=[N-:44]. (2) The product is: [F:1][C:2]([F:7])([F:6])[C:3]([OH:5])=[O:4].[F:8][C:9]([F:14])([F:13])[C:10]([OH:12])=[O:11].[C:17]([N:49]1[CH2:50][CH2:51][CH2:52][C@@H:47]([CH2:46][C:45]([NH:44][C:36]2[CH:37]=[CH:38][C:39]3[NH:40][C:41]4[N:42]=[C:26]([NH:27][C:28]5[CH:29]=[N:30][CH:31]=[C:32]([CH:54]=5)[CH2:33][CH2:34][C:35]=2[CH:43]=3)[N:25]=[CH:24][C:23]=4[Cl:22])=[O:53])[CH2:48]1)(=[O:18])[CH3:16]. Given the reactants [F:1][C:2]([F:7])([F:6])[C:3]([OH:5])=[O:4].[F:8][C:9]([F:14])([F:13])[C:10]([OH:12])=[O:11].F[C:16](F)(F)[C:17](O)=[O:18].[Cl:22][C:23]1[CH:24]=[N:25][C:26]2[NH:27][C:28]3[CH:29]=[N:30][CH:31]=[C:32]([CH:54]=3)[CH2:33][CH2:34][C:35]3[CH:43]=[C:39]([NH:40][C:41]=1[N:42]=2)[CH:38]=[CH:37][C:36]=3[NH:44][C:45](=[O:53])[CH2:46][C@@H:47]1[CH2:52][CH2:51][CH2:50][NH:49][CH2:48]1.C(Cl)(=O)C, predict the reaction product. (3) Given the reactants Cl.Cl[CH2:3][C:4]1[CH:9]=[CH:8][CH:7]=[CH:6][N:5]=1.[CH3:10][O:11][C:12]1[CH:17]=[CH:16][C:15]([N:18]2[CH2:23][CH2:22][N:21]([C:24]3[C:25]([CH3:38])=[C:26]([CH3:37])[C:27]4[O:31][C:30]([CH3:33])([CH3:32])[CH:29]([OH:34])[C:28]=4[C:35]=3[CH3:36])[CH2:20][CH2:19]2)=[CH:14][CH:13]=1, predict the reaction product. The product is: [CH3:10][O:11][C:12]1[CH:13]=[CH:14][C:15]([N:18]2[CH2:19][CH2:20][N:21]([C:24]3[C:25]([CH3:38])=[C:26]([CH3:37])[C:27]4[O:31][C:30]([CH3:33])([CH3:32])[CH:29]([O:34][CH2:3][C:4]5[CH:9]=[CH:8][CH:7]=[CH:6][N:5]=5)[C:28]=4[C:35]=3[CH3:36])[CH2:22][CH2:23]2)=[CH:16][CH:17]=1. (4) The product is: [C:1]([C:3]1[C:4]([N:12]=[CH:13][N:14]([CH3:16])[CH3:15])=[N:5][C:6]([CH:9]([CH3:11])[CH3:10])=[C:7]([F:17])[CH:8]=1)#[N:2]. Given the reactants [C:1]([C:3]1[C:4]([N:12]=[CH:13][N:14]([CH3:16])[CH3:15])=[N:5][C:6]([CH:9]([CH3:11])[CH3:10])=[CH:7][CH:8]=1)#[N:2].[F:17][B-](F)(F)F.F[B-](F)(F)F.ClC[N+]12CC[N+](F)(CC1)CC2, predict the reaction product. (5) Given the reactants [Cl-].O[NH3+:3].[C:4](=[O:7])([O-])[OH:5].[Na+].CS(C)=O.[Cl:13][C:14]1[CH:15]=[C:16]([N:24]2[C:29](=[O:30])[C:28]([CH2:31][C:32]3[CH:37]=[CH:36][C:35]([C:38]4[C:39]([C:44]#[N:45])=[CH:40][CH:41]=[CH:42][CH:43]=4)=[CH:34][CH:33]=3)=[C:27]([CH2:46][CH2:47][CH3:48])[N:26]=[C:25]2[CH3:49])[CH:17]=[CH:18][C:19]=1[O:20][CH:21]([CH3:23])[CH3:22], predict the reaction product. The product is: [Cl:13][C:14]1[CH:15]=[C:16]([N:24]2[C:29](=[O:30])[C:28]([CH2:31][C:32]3[CH:37]=[CH:36][C:35]([C:38]4[CH:43]=[CH:42][CH:41]=[CH:40][C:39]=4[C:44]4[NH:3][C:4](=[O:7])[O:5][N:45]=4)=[CH:34][CH:33]=3)=[C:27]([CH2:46][CH2:47][CH3:48])[N:26]=[C:25]2[CH3:49])[CH:17]=[CH:18][C:19]=1[O:20][CH:21]([CH3:23])[CH3:22]. (6) The product is: [I:1][C:2]1[CH:7]=[CH:6][CH:5]=[CH:4][C:3]=1[C:8]1[NH:43][C:33]2[C:34]([C:9]=1[CH2:10][CH2:11][CH2:12][N:13]1[CH2:18][CH2:17][CH:16]([C:19]3[CH:20]=[C:21]([NH:25][C:26](=[O:30])[CH:27]([CH3:29])[CH3:28])[CH:22]=[CH:23][CH:24]=3)[CH2:15][CH2:14]1)=[CH:35][CH:36]=[C:37]1[CH:38]=[CH:39][CH:40]=[CH:41][C:42]=21. Given the reactants [I:1][C:2]1[CH:7]=[CH:6][CH:5]=[CH:4][C:3]=1[C:8](=O)[CH2:9][CH2:10][CH2:11][CH2:12][N:13]1[CH2:18][CH2:17][CH:16]([C:19]2[CH:20]=[C:21]([NH:25][C:26](=[O:30])[CH:27]([CH3:29])[CH3:28])[CH:22]=[CH:23][CH:24]=2)[CH2:15][CH2:14]1.Cl.[C:33]1([NH:43]N)[C:42]2[C:37](=[CH:38][CH:39]=[CH:40][CH:41]=2)[CH:36]=[CH:35][CH:34]=1, predict the reaction product.